From a dataset of NCI-60 drug combinations with 297,098 pairs across 59 cell lines. Regression. Given two drug SMILES strings and cell line genomic features, predict the synergy score measuring deviation from expected non-interaction effect. (1) Drug 1: CC12CCC3C(C1CCC2O)C(CC4=C3C=CC(=C4)O)CCCCCCCCCS(=O)CCCC(C(F)(F)F)(F)F. Drug 2: C1CCC(C(C1)N)N.C(=O)(C(=O)[O-])[O-].[Pt+4]. Cell line: HOP-62. Synergy scores: CSS=16.4, Synergy_ZIP=-5.95, Synergy_Bliss=2.72, Synergy_Loewe=-15.8, Synergy_HSA=-2.40. (2) Drug 1: COC1=C(C=C2C(=C1)N=CN=C2NC3=CC(=C(C=C3)F)Cl)OCCCN4CCOCC4. Drug 2: CC1=C(C(=CC=C1)Cl)NC(=O)C2=CN=C(S2)NC3=CC(=NC(=N3)C)N4CCN(CC4)CCO. Cell line: KM12. Synergy scores: CSS=17.5, Synergy_ZIP=-7.97, Synergy_Bliss=-9.37, Synergy_Loewe=-3.20, Synergy_HSA=-4.40. (3) Drug 1: CC(C)(C#N)C1=CC(=CC(=C1)CN2C=NC=N2)C(C)(C)C#N. Drug 2: CC1CCCC2(C(O2)CC(NC(=O)CC(C(C(=O)C(C1O)C)(C)C)O)C(=CC3=CSC(=N3)C)C)C. Cell line: NCIH23. Synergy scores: CSS=49.9, Synergy_ZIP=10.9, Synergy_Bliss=13.0, Synergy_Loewe=-10.3, Synergy_HSA=6.77. (4) Drug 1: CC(CN1CC(=O)NC(=O)C1)N2CC(=O)NC(=O)C2. Drug 2: CC1CCCC2(C(O2)CC(NC(=O)CC(C(C(=O)C(C1O)C)(C)C)O)C(=CC3=CSC(=N3)C)C)C. Cell line: MCF7. Synergy scores: CSS=5.24, Synergy_ZIP=-7.50, Synergy_Bliss=-7.78, Synergy_Loewe=-7.62, Synergy_HSA=-6.54.